This data is from Catalyst prediction with 721,799 reactions and 888 catalyst types from USPTO. The task is: Predict which catalyst facilitates the given reaction. (1) Reactant: [NH2:1][C:2]1[CH:7]=[CH:6][C:5]([CH:8]2[CH2:13][CH2:12][C:11](=[O:14])[CH2:10][CH2:9]2)=[CH:4][CH:3]=1.C1C(=O)N([Br:22])C(=O)C1. Product: [NH2:1][C:2]1[CH:3]=[CH:4][C:5]([CH:8]2[CH2:9][CH2:10][C:11](=[O:14])[CH2:12][CH2:13]2)=[CH:6][C:7]=1[Br:22]. The catalyst class is: 2. (2) Reactant: [C:1]([O:5][C:6]([N:8]1[CH2:12][CH2:11][C@@H:10]([NH2:13])[CH2:9]1)=[O:7])([CH3:4])([CH3:3])[CH3:2].F[C:15]1[CH:20]=[CH:19][C:18]([N+:21]([O-:23])=[O:22])=[C:17]([C:24]([F:27])([F:26])[F:25])[CH:16]=1.C(=O)([O-])[O-].[K+].[K+].[I-].[K+]. Product: [C:1]([O:5][C:6]([N:8]1[CH2:12][CH2:11][C@@H:10]([NH:13][C:15]2[CH:20]=[CH:19][C:18]([N+:21]([O-:23])=[O:22])=[C:17]([C:24]([F:25])([F:27])[F:26])[CH:16]=2)[CH2:9]1)=[O:7])([CH3:4])([CH3:2])[CH3:3]. The catalyst class is: 192. (3) Reactant: [CH3:1][N:2]1[C:10]2[C:5](=[CH:6][CH:7]=[CH:8][C:9]=2[O:11][C:12]2[CH:17]=[CH:16][N:15]=[CH:14][CH:13]=2)[CH:4]=[C:3]1[C:18]([OH:20])=O.CCN([CH:27]([CH3:29])[CH3:28])C(C)C.CN(C(O[N:38]1N=N[C:40]2[CH:41]=[CH:42][CH:43]=[N:44][C:39]1=2)=[N+](C)C)C.F[P-](F)(F)(F)(F)F.[CH:54]1C=NC2N(O)N=NC=2C=1.C[O:65][C:66]1[CH:71]=[CH:70]C(N)=CC=1.C[CH2:74][O:75][C:76](C)=O. Product: [C:27]([C:41]1[CH:40]=[C:39]([N:38]2[CH2:70][CH2:71][C:66]2=[O:65])[C:74]([O:75][CH3:76])=[C:43]([NH:44][C:18]([C:3]2[N:2]([CH3:1])[C:10]3[C:5]([CH:4]=2)=[CH:6][CH:7]=[CH:8][C:9]=3[O:11][C:12]2[CH:13]=[CH:14][N:15]=[CH:16][CH:17]=2)=[O:20])[CH:42]=1)([CH3:29])([CH3:54])[CH3:28]. The catalyst class is: 3. (4) Reactant: [NH2:1][CH2:2][CH2:3][N:4]1[C:12]2[C:7](=[CH:8][CH:9]=[C:10]([CH2:14][O:15][CH:16]3[CH:21]([C:22]4[CH:27]=[CH:26][C:25]([O:28][CH2:29][CH2:30][CH2:31][O:32][CH2:33][C:34]5[CH:39]=[CH:38][CH:37]=[CH:36][C:35]=5[O:40][CH3:41])=[CH:24][CH:23]=4)[CH2:20][CH2:19][N:18]([C:42]([O:44][CH2:45][C:46]4[CH:51]=[CH:50][CH:49]=[CH:48][CH:47]=4)=[O:43])[CH2:17]3)[C:11]=2[Br:13])[C:6]([CH3:52])=[CH:5]1.N1C=CC=CC=1.[CH:59]1([C:62](Cl)=[O:63])[CH2:61][CH2:60]1. Product: [Br:13][C:11]1[C:10]([CH2:14][O:15][CH:16]2[CH:21]([C:22]3[CH:23]=[CH:24][C:25]([O:28][CH2:29][CH2:30][CH2:31][O:32][CH2:33][C:34]4[CH:39]=[CH:38][CH:37]=[CH:36][C:35]=4[O:40][CH3:41])=[CH:26][CH:27]=3)[CH2:20][CH2:19][N:18]([C:42]([O:44][CH2:45][C:46]3[CH:51]=[CH:50][CH:49]=[CH:48][CH:47]=3)=[O:43])[CH2:17]2)=[CH:9][CH:8]=[C:7]2[C:12]=1[N:4]([CH2:3][CH2:2][NH:1][C:62]([CH:59]1[CH2:61][CH2:60]1)=[O:63])[CH:5]=[C:6]2[CH3:52]. The catalyst class is: 4. (5) Reactant: Cl.Cl.[NH2:3][CH2:4][C:5]1[CH:6]=[CH:7][C:8]([C:11]#[N:12])=[N:9][CH:10]=1.CN1C=CN=C1.[Cl:19][C:20]1[CH:21]=[C:22]([N:28]2[C:32]([CH3:33])=[C:31]([C:34](Cl)=[O:35])[C:30]([CH3:37])=[N:29]2)[CH:23]=[CH:24][C:25]=1[C:26]#[N:27].O. Product: [Cl:19][C:20]1[CH:21]=[C:22]([N:28]2[C:32]([CH3:33])=[C:31]([C:34]([NH:3][CH2:4][C:5]3[CH:10]=[N:9][C:8]([C:11]#[N:12])=[CH:7][CH:6]=3)=[O:35])[C:30]([CH3:37])=[N:29]2)[CH:23]=[CH:24][C:25]=1[C:26]#[N:27]. The catalyst class is: 44. (6) Reactant: [C:1]([C:3]1([C:32]2[CH:37]=[CH:36][CH:35]=[CH:34][N:33]=2)[CH2:8][CH2:7][N:6]([CH2:9][C:10]2[CH:11]=[C:12]([C:21]([NH:23][C@@H:24]3[CH2:29][CH2:28][CH2:27][CH2:26][C@H:25]3[S:30][CH3:31])=[O:22])[C:13](=[O:20])[N:14]3[C:19]=2[CH:18]=[CH:17][CH:16]=[CH:15]3)[CH2:5][CH2:4]1)#[N:2].C1(C2[O:46]N2S(C2C=CC=CC=2)(=O)=O)C=CC=CC=1. Product: [C:1]([C:3]1([C:32]2[CH:37]=[CH:36][CH:35]=[CH:34][N:33]=2)[CH2:8][CH2:7][N:6]([CH2:9][C:10]2[CH:11]=[C:12]([C:21]([NH:23][C@@H:24]3[CH2:29][CH2:28][CH2:27][CH2:26][C@H:25]3[S@:30]([CH3:31])=[O:46])=[O:22])[C:13](=[O:20])[N:14]3[C:19]=2[CH:18]=[CH:17][CH:16]=[CH:15]3)[CH2:5][CH2:4]1)#[N:2]. The catalyst class is: 4. (7) Reactant: C(OC([N:8]1[CH2:13][CH2:12][N:11]([CH2:14][CH2:15][O:16][C:17]2[CH:26]=[CH:25][CH:24]=[C:23]3[C:18]=2[C:19]([NH2:28])=[N:20][C:21]([NH2:27])=[N:22]3)[CH2:10][CH2:9]1)=O)(C)(C)C.[F:29][C:30]([F:35])([F:34])[C:31]([OH:33])=[O:32]. Product: [F:29][C:30]([F:35])([F:34])[C:31]([OH:33])=[O:32].[N:11]1([CH2:14][CH2:15][O:16][C:17]2[CH:26]=[CH:25][CH:24]=[C:23]3[C:18]=2[C:19]([NH2:28])=[N:20][C:21]([NH2:27])=[N:22]3)[CH2:12][CH2:13][NH:8][CH2:9][CH2:10]1. The catalyst class is: 4. (8) Reactant: [CH2:1]([C:5]1[N:6]=[C:7]([CH3:27])[NH:8][C:9](=[O:26])[C:10]=1[CH2:11][C:12]1[CH:17]=[CH:16][C:15]([C:18]2[C:19]([C:24]#[N:25])=[CH:20][CH:21]=[CH:22][CH:23]=2)=[CH:14][CH:13]=1)[CH2:2][CH2:3][CH3:4].C(=O)([O-])[O-].[K+].[K+].Br[CH2:35][C:36]1[CH:41]=[CH:40][CH:39]=[CH:38][C:37]=1[F:42].CN(C)C=O. Product: [CH2:1]([C:5]1[N:6]=[C:7]([CH3:27])[N:8]([CH2:35][C:36]2[CH:41]=[CH:40][CH:39]=[CH:38][C:37]=2[F:42])[C:9](=[O:26])[C:10]=1[CH2:11][C:12]1[CH:17]=[CH:16][C:15]([C:18]2[C:19]([C:24]#[N:25])=[CH:20][CH:21]=[CH:22][CH:23]=2)=[CH:14][CH:13]=1)[CH2:2][CH2:3][CH3:4]. The catalyst class is: 13. (9) Reactant: [NH2:1][C:2]1[CH:7]=[CH:6][C:5]([O:8][CH3:9])=[CH:4][C:3]=1[NH2:10].C(N(CC)CC)C.C1C=[CH:20][C:21](=[O:34])[C:22]2C=1C(C(Cl)=O)=C1C=2C=CC=C1. Product: [CH:2]([O:34][CH:21]([CH3:20])[CH3:22])([CH3:7])[CH3:3].[NH2:10][C:3]1[CH:4]=[C:5]([O:8][CH3:9])[CH:6]=[CH:7][C:2]=1[NH-:1]. The catalyst class is: 4.